This data is from Catalyst prediction with 721,799 reactions and 888 catalyst types from USPTO. The task is: Predict which catalyst facilitates the given reaction. (1) Reactant: [C:12]([O:11][C:9](O[C:9]([O:11][C:12]([CH3:15])([CH3:14])[CH3:13])=[O:10])=[O:10])([CH3:15])([CH3:14])[CH3:13].[NH:16]1[C:24]2[C:19](=[N:20][CH:21]=[CH:22][CH:23]=2)[C:18]([N:25]2[CH2:30][CH2:29][CH:28]([NH2:31])[CH2:27][CH2:26]2)=[CH:17]1.C(N(CC)CC)C. Product: [NH:16]1[C:24]2[C:19](=[N:20][CH:21]=[CH:22][CH:23]=2)[C:18]([N:25]2[CH2:30][CH2:29][CH:28]([NH:31][C:9](=[O:10])[O:11][C:12]([CH3:13])([CH3:14])[CH3:15])[CH2:27][CH2:26]2)=[CH:17]1. The catalyst class is: 7. (2) Reactant: [Cl:1][C:2]1[CH:7]=[CH:6][CH:5]=[CH:4][C:3]=1[C:8]1[CH:17]=[C:16]([CH2:18][N:19]2[CH2:24][CH2:23][N:22](C(OC(C)(C)C)=O)[CH2:21][CH:20]2[CH3:32])[CH:15]=[C:14]2[C:9]=1[CH2:10][NH:11][C:12](=[O:41])[N:13]2[C:33]1[C:38]([Cl:39])=[CH:37][CH:36]=[CH:35][C:34]=1[Cl:40].FC(F)(F)C(O)=O. Product: [Cl:1][C:2]1[CH:7]=[CH:6][CH:5]=[CH:4][C:3]=1[C:8]1[CH:17]=[C:16]([CH2:18][N:19]2[CH2:24][CH2:23][NH:22][CH2:21][CH:20]2[CH3:32])[CH:15]=[C:14]2[C:9]=1[CH2:10][NH:11][C:12](=[O:41])[N:13]2[C:33]1[C:34]([Cl:40])=[CH:35][CH:36]=[CH:37][C:38]=1[Cl:39]. The catalyst class is: 2. (3) The catalyst class is: 3. Product: [C:1]([C:5]1[NH:9][N:8]=[C:7]([C:10]([F:12])([F:13])[F:11])[C:6]=1[Cl:21])([CH3:4])([CH3:2])[CH3:3]. Reactant: [C:1]([C:5]1[NH:9][N:8]=[C:7]([C:10]([F:13])([F:12])[F:11])[CH:6]=1)([CH3:4])([CH3:3])[CH3:2].C1C(=O)N([Cl:21])C(=O)C1. (4) Reactant: [Br:1][C:2]1[N:3]=[CH:4][C:5]([C:19](O)=[O:20])=[N:6][C:7]=1[C:8]1[CH:13]=[CH:12][C:11]([O:14][C:15]([F:18])([F:17])[F:16])=[CH:10][CH:9]=1.ClC(N(C)C)=C(C)C.[NH2:30][C@@H:31]1[CH2:36][CH2:35][CH2:34][CH2:33][C@H:32]1[OH:37].C(N(C(C)C)C(C)C)C. Product: [OH:37][C@@H:32]1[CH2:33][CH2:34][CH2:35][CH2:36][C@H:31]1[NH:30][C:19]([C:5]1[CH:4]=[N:3][C:2]([Br:1])=[C:7]([C:8]2[CH:9]=[CH:10][C:11]([O:14][C:15]([F:16])([F:17])[F:18])=[CH:12][CH:13]=2)[N:6]=1)=[O:20]. The catalyst class is: 4. (5) Reactant: [C:1]([CH2:3][C:4]1([CH:17]=O)[CH2:9][CH2:8][N:7]([C:10]([O:12][C:13]([CH3:16])([CH3:15])[CH3:14])=[O:11])[CH2:6][CH2:5]1)#[N:2].[C:19]1([CH:25]2[CH2:27][CH:26]2[NH2:28])[CH:24]=[CH:23][CH:22]=[CH:21][CH:20]=1.C(O)(=O)C.C(O[BH-](OC(=O)C)OC(=O)C)(=O)C.[Na+]. Product: [C:1]([CH2:3][C:4]1([CH2:17][NH:28][C@@H:26]2[CH2:27][C@H:25]2[C:19]2[CH:24]=[CH:23][CH:22]=[CH:21][CH:20]=2)[CH2:9][CH2:8][N:7]([C:10]([O:12][C:13]([CH3:16])([CH3:15])[CH3:14])=[O:11])[CH2:6][CH2:5]1)#[N:2]. The catalyst class is: 2.